Dataset: Reaction yield outcomes from USPTO patents with 853,638 reactions. Task: Predict the reaction yield, written as a fraction of the theoretical maximum amount of product (1.0 means a 100% yield; for example, 0.34 means a 34% yield). The reactants are C[N:2](C)[CH:3]=[CH:4][C:5]([C:7]1[C:12](=[O:13])[CH:11]=[CH:10][N:9]([C:14]2[CH:15]=[N:16][CH:17]=[CH:18][CH:19]=2)[N:8]=1)=O.[C:21]1([NH:27]N)[CH:26]=[CH:25][CH:24]=[CH:23][CH:22]=1. The catalyst is CO. The product is [C:21]1([N:27]2[C:5]([C:7]3[C:12](=[O:13])[CH:11]=[CH:10][N:9]([C:14]4[CH:15]=[N:16][CH:17]=[CH:18][CH:19]=4)[N:8]=3)=[CH:4][CH:3]=[N:2]2)[CH:26]=[CH:25][CH:24]=[CH:23][CH:22]=1. The yield is 0.190.